This data is from Peptide-MHC class II binding affinity with 134,281 pairs from IEDB. The task is: Regression. Given a peptide amino acid sequence and an MHC pseudo amino acid sequence, predict their binding affinity value. This is MHC class II binding data. (1) The binding affinity (normalized) is 0.697. The peptide sequence is FWHAFAAVGAYAPAG. The MHC is H-2-IAd with pseudo-sequence H-2-IAd. (2) The peptide sequence is EEDIEIIKIQEEEY. The MHC is HLA-DQA10501-DQB10201 with pseudo-sequence HLA-DQA10501-DQB10201. The binding affinity (normalized) is 0.630. (3) The binding affinity (normalized) is 0.309. The peptide sequence is MGGLWKYLNAVSLCIHHHHHH. The MHC is DRB1_0801 with pseudo-sequence DRB1_0801. (4) The binding affinity (normalized) is 0.408. The MHC is DRB1_0802 with pseudo-sequence DRB1_0802. The peptide sequence is WDDLRSLCLFSYHRLR. (5) The peptide sequence is AEEVKVIPAGELQVI. The binding affinity (normalized) is 0.419. The MHC is HLA-DQA10401-DQB10402 with pseudo-sequence HLA-DQA10401-DQB10402. (6) The peptide sequence is SCWAFSGVAATESAY. The MHC is DRB1_1001 with pseudo-sequence DRB1_1001. The binding affinity (normalized) is 1.00. (7) The peptide sequence is HAPAAPANPGLIIGALAGST. The MHC is HLA-DQA10301-DQB10302 with pseudo-sequence HLA-DQA10301-DQB10302. The binding affinity (normalized) is 0.843.